Dataset: Full USPTO retrosynthesis dataset with 1.9M reactions from patents (1976-2016). Task: Predict the reactants needed to synthesize the given product. (1) The reactants are: Cl[C:2]1[CH:7]=[C:6]([C:8]2[CH:13]=[C:12]([Br:14])[CH:11]=[CH:10][C:9]=2[O:15][CH3:16])[N:5]=[C:4]([NH2:17])[N:3]=1.[N+:18]([C:21]1[CH:26]=[CH:25][C:24]([NH2:27])=[CH:23][CH:22]=1)([O-:20])=[O:19]. Given the product [Br:14][C:12]1[CH:11]=[CH:10][C:9]([O:15][CH3:16])=[C:8]([C:6]2[N:5]=[C:4]([NH2:17])[N:3]=[C:2]([NH:27][C:24]3[CH:25]=[CH:26][C:21]([N+:18]([O-:20])=[O:19])=[CH:22][CH:23]=3)[CH:7]=2)[CH:13]=1, predict the reactants needed to synthesize it. (2) Given the product [F:1][C:2]1[CH:3]=[CH:4][C:5]([C@H:8]2[CH2:13][CH2:12][CH2:11][C@@H:10]3[N:9]2[C:16](=[O:20])[CH2:17][CH:18]=[CH:19]3)=[CH:6][CH:7]=1, predict the reactants needed to synthesize it. The reactants are: [F:1][C:2]1[CH:7]=[CH:6][C:5]([C@H:8]2[CH2:13][CH2:12][CH2:11][C@@H:10](C=C)[N:9]2[C:16](=[O:20])[CH2:17][CH:18]=[CH2:19])=[CH:4][CH:3]=1. (3) Given the product [CH3:16][S:13]([C:10]1[O:9][C:8]([CH2:6][OH:5])=[CH:12][CH:11]=1)(=[O:15])=[O:14], predict the reactants needed to synthesize it. The reactants are: N#N.C([O:5][C:6]([C:8]1[O:9][C:10]([S:13]([CH3:16])(=[O:15])=[O:14])=[CH:11][CH:12]=1)=O)C.CC(C[AlH]CC(C)C)C. (4) Given the product [CH3:25][O:24][CH2:23][CH2:22][N:18]1[C:19]2[C:15](=[CH:14][C:13]([NH:12][C:10]3[N:11]=[C:6]([O:5][C:4]4[CH:3]=[C:2]([NH:1][C:41](=[O:44])[CH:42]=[CH2:43])[CH:31]=[CH:30][CH:29]=4)[C:7]4[CH:28]=[CH:27][NH:26][C:8]=4[N:9]=3)=[CH:21][CH:20]=2)[CH2:16][CH2:17]1, predict the reactants needed to synthesize it. The reactants are: [NH2:1][C:2]1[CH:3]=[C:4]([CH:29]=[CH:30][CH:31]=1)[O:5][C:6]1[C:7]2[CH:28]=[CH:27][NH:26][C:8]=2[N:9]=[C:10]([NH:12][C:13]2[CH:14]=[C:15]3[C:19](=[CH:20][CH:21]=2)[N:18]([CH2:22][CH2:23][O:24][CH3:25])[CH2:17][CH2:16]3)[N:11]=1.CCN(C(C)C)C(C)C.[C:41](Cl)(=[O:44])[CH:42]=[CH2:43].[OH-].[Na+]. (5) Given the product [CH3:1][C:2]1[CH:7]=[CH:6][CH:5]=[C:4]([CH3:8])[C:3]=1[C:9]1[CH:14]=[CH:13][CH:12]=[C:11]([CH2:15][O:16][C:17]2[CH:18]=[C:19]3[C:23](=[CH:24][CH:25]=2)[N:22]([CH2:29][C:30]([O:32][CH2:33][CH3:34])=[O:31])[CH:21]=[CH:20]3)[CH:10]=1, predict the reactants needed to synthesize it. The reactants are: [CH3:1][C:2]1[CH:7]=[CH:6][CH:5]=[C:4]([CH3:8])[C:3]=1[C:9]1[CH:14]=[CH:13][CH:12]=[C:11]([CH2:15][O:16][C:17]2[CH:18]=[C:19]3[C:23](=[CH:24][CH:25]=2)[NH:22][CH:21]=[CH:20]3)[CH:10]=1.[H-].[Na+].Br[CH2:29][C:30]([O:32][CH2:33][CH3:34])=[O:31]. (6) Given the product [F:1][C:2]1[CH:3]=[C:4]([C:12]2[CH:17]=[CH:16][N:15]=[C:14]3[NH:18][C:19]([C:21]4[CH2:26][CH2:25][N:24]([C:27]([O:29][C:30]([CH3:33])([CH3:32])[CH3:31])=[O:28])[CH2:23][CH:22]=4)=[CH:20][C:13]=23)[CH:5]=[CH:6][C:7]=1[C:8](=[O:11])[NH:9][CH3:10], predict the reactants needed to synthesize it. The reactants are: [F:1][C:2]1[CH:3]=[C:4]([C:12]2[CH:17]=[CH:16][N:15]=[C:14]3[N:18](S(C4C=CC(C)=CC=4)(=O)=O)[C:19]([C:21]4[CH2:26][CH2:25][N:24]([C:27]([O:29][C:30]([CH3:33])([CH3:32])[CH3:31])=[O:28])[CH2:23][CH:22]=4)=[CH:20][C:13]=23)[CH:5]=[CH:6][C:7]=1[C:8](=[O:11])[NH:9][CH3:10].[OH-].[Na+].